This data is from Full USPTO retrosynthesis dataset with 1.9M reactions from patents (1976-2016). The task is: Predict the reactants needed to synthesize the given product. (1) Given the product [CH2:1]([N:3]([CH2:31][C:32]1[CH:37]=[CH:36][C:35]([O:38][CH2:42][CH2:43][N:45]2[CH2:50][CH2:49][CH:48]([CH3:51])[CH2:47][CH2:46]2)=[C:34]([F:39])[CH:33]=1)[C:4]1[CH:9]=[C:8]([O:10][CH3:11])[C:7]([O:12][CH3:13])=[CH:6][C:5]=1[C@@H:14]1[CH2:23][CH2:22][C:21]2[CH:20]=[C:19]([OH:24])[CH:18]=[CH:17][C:16]=2[CH2:15]1)[CH3:2], predict the reactants needed to synthesize it. The reactants are: [CH2:1]([N:3]([C:31](=O)[C:32]1[CH:37]=[CH:36][C:35]([OH:38])=[C:34]([F:39])[CH:33]=1)[C:4]1[CH:9]=[C:8]([O:10][CH3:11])[C:7]([O:12][CH3:13])=[CH:6][C:5]=1[C@@H:14]1[CH2:23][CH2:22][C:21]2[CH:20]=[C:19]([O:24]C(=O)C(C)(C)C)[CH:18]=[CH:17][C:16]=2[CH2:15]1)[CH3:2].Cl[CH2:42][C:43]([N:45]1[CH2:50][CH2:49][CH:48]([CH3:51])[CH2:47][CH2:46]1)=O. (2) Given the product [CH:26]([CH:19]1[CH2:24][CH2:23][CH:22]([O:1][C:2]2[CH:3]=[C:4]3[C:9](=[CH:10][CH:11]=2)[CH:8]=[C:7]([C@:12]2([CH3:18])[CH2:16][O:15][C:14](=[O:17])[NH:13]2)[CH:6]=[CH:5]3)[CH2:21][CH2:20]1)([CH2:27][CH3:28])[CH3:31], predict the reactants needed to synthesize it. The reactants are: [OH:1][C:2]1[CH:3]=[C:4]2[C:9](=[CH:10][CH:11]=1)[CH:8]=[C:7]([C@:12]1([CH3:18])[CH2:16][O:15][C:14](=[O:17])[NH:13]1)[CH:6]=[CH:5]2.[CH:19]1(O)[CH2:24][CH2:23][CH2:22][CH2:21][CH2:20]1.[C:26]1(P([C:26]2[CH:31]=CC=[CH:28][CH:27]=2)[C:26]2[CH:31]=CC=[CH:28][CH:27]=2)[CH:31]=CC=[CH:28][CH:27]=1.O1CCCC1.N(C(OC(C)C)=O)=NC(OC(C)C)=O.